This data is from Forward reaction prediction with 1.9M reactions from USPTO patents (1976-2016). The task is: Predict the product of the given reaction. (1) Given the reactants C(OC([NH:8][C@@H:9]1[CH2:14][CH2:13][CH2:12][N:11]([C:15]2[C:20]([CH:21]3[CH2:23][CH2:22]3)=[CH:19][N:18]=[C:17]3[N:24](C(OC(C)(C)C)=O)[CH:25]=[C:26]([NH:27][C:28](=[O:32])[CH:29]([CH3:31])[CH3:30])[C:16]=23)[CH2:10]1)=O)(C)(C)C.C(O)(C(F)(F)F)=O.C(Cl)[Cl:48], predict the reaction product. The product is: [ClH:48].[NH2:8][C@@H:9]1[CH2:14][CH2:13][CH2:12][N:11]([C:15]2[C:20]([CH:21]3[CH2:22][CH2:23]3)=[CH:19][N:18]=[C:17]3[NH:24][CH:25]=[C:26]([NH:27][C:28](=[O:32])[CH:29]([CH3:30])[CH3:31])[C:16]=23)[CH2:10]1. (2) Given the reactants Br[C:2]1[CH:3]=[C:4]([N:8]2[CH2:12][CH2:11][C:10]([F:14])([F:13])[CH2:9]2)[CH:5]=[CH:6][CH:7]=1.[CH3:15][C:16]1([CH3:32])[C:20]([CH3:22])([CH3:21])[O:19][B:18]([B:18]2[O:19][C:20]([CH3:22])([CH3:21])[C:16]([CH3:32])([CH3:15])[O:17]2)[O:17]1.CC([O-])=O.[K+], predict the reaction product. The product is: [F:13][C:10]1([F:14])[CH2:11][CH2:12][N:8]([C:4]2[CH:5]=[CH:6][CH:7]=[C:2]([B:18]3[O:19][C:20]([CH3:22])([CH3:21])[C:16]([CH3:32])([CH3:15])[O:17]3)[CH:3]=2)[CH2:9]1. (3) Given the reactants ClC1C=CC=CC=1NC(=O)NC1C=CC(C2C=C3C(CN([C@@H](C(C)C)C(OC)=O)C3=O)=CC=2)=NC=1.[NH2:36][C:37]1[CH:38]=[CH:39][C:40]([C:43]2[CH:51]=[C:50]3[C:46]([CH2:47][N:48]([C@@H:53]([CH:58]([CH3:60])[CH3:59])[C:54]([O:56][CH3:57])=[O:55])[C:49]3=[O:52])=[CH:45][CH:44]=2)=[N:41][CH:42]=1.[F:61][C:62]1[CH:63]=[C:64]([N:69]=[C:70]=[O:71])[CH:65]=[CH:66][C:67]=1[F:68], predict the reaction product. The product is: [F:61][C:62]1[CH:63]=[C:64]([NH:69][C:70](=[O:71])[NH:36][C:37]2[CH:38]=[CH:39][C:40]([C:43]3[CH:51]=[C:50]4[C:46]([CH2:47][N:48]([C@@H:53]([CH:58]([CH3:60])[CH3:59])[C:54]([O:56][CH3:57])=[O:55])[C:49]4=[O:52])=[CH:45][CH:44]=3)=[N:41][CH:42]=2)[CH:65]=[CH:66][C:67]=1[F:68].